From a dataset of Catalyst prediction with 721,799 reactions and 888 catalyst types from USPTO. Predict which catalyst facilitates the given reaction. (1) Reactant: [Br:1][C:2]1[CH:26]=[CH:25][C:5]2[C:6]([CH3:24])=[N:7][CH:8]([NH:13]C(=O)OCC3C=CC=CC=3)[C:9](=[O:12])[N:10]([CH3:11])[C:4]=2[CH:3]=1.CS(O)(=O)=O.[OH-].[NH4+]. Product: [NH2:13][CH:8]1[N:7]=[C:6]([CH3:24])[C:5]2[CH:25]=[CH:26][C:2]([Br:1])=[CH:3][C:4]=2[N:10]([CH3:11])[C:9]1=[O:12]. The catalyst class is: 520. (2) Reactant: [NH2:1][C:2]1[CH:7]=[CH:6][C:5]([S:8]([N:11]2[CH2:15][CH2:14][S:13][CH:12]2[C:16]([O:18][C@H:19]([C:30]2[CH:35]=[CH:34][C:33]([O:36][CH:37]([F:39])[F:38])=[C:32]([O:40][CH2:41][CH:42]3[CH2:44][CH2:43]3)[CH:31]=2)[CH2:20][C:21]2[C:26]([Cl:27])=[CH:25][N+:24]([O-:28])=[CH:23][C:22]=2[Cl:29])=[O:17])(=[O:10])=[O:9])=[CH:4][CH:3]=1.N1C=CC=CC=1.[CH3:51][S:52](Cl)(=[O:54])=[O:53]. Product: [Cl:27][C:26]1[CH:25]=[N+:24]([O-:28])[CH:23]=[C:22]([Cl:29])[C:21]=1[CH2:20][C@@H:19]([C:30]1[CH:35]=[CH:34][C:33]([O:36][CH:37]([F:38])[F:39])=[C:32]([O:40][CH2:41][CH:42]2[CH2:44][CH2:43]2)[CH:31]=1)[O:18][C:16]([CH:12]1[N:11]([S:8]([C:5]2[CH:4]=[CH:3][C:2]([NH:1][S:52]([CH3:51])(=[O:54])=[O:53])=[CH:7][CH:6]=2)(=[O:10])=[O:9])[CH2:15][CH2:14][S:13]1)=[O:17]. The catalyst class is: 2. (3) Reactant: S(Cl)([Cl:3])=O.[CH2:5]([C:7]1[CH:12]=[CH:11][CH:10]=[C:9]([CH2:13][CH3:14])[C:8]=1[C:15]1[CH:24]=[C:23]([CH2:25][CH3:26])[C:22]2[CH:21](O)[CH2:20][CH2:19][CH2:18][C:17]=2[N:16]=1)[CH3:6]. Product: [Cl:3][CH:21]1[CH2:20][CH2:19][CH2:18][C:17]2[N:16]=[C:15]([C:8]3[C:7]([CH2:5][CH3:6])=[CH:12][CH:11]=[CH:10][C:9]=3[CH2:13][CH3:14])[CH:24]=[C:23]([CH2:25][CH3:26])[C:22]1=2. The catalyst class is: 2. (4) Reactant: [NH2:1][N:2]1[C:6]2[N:7]=[C:8]([CH:14]3[CH2:16][CH2:15]3)[CH:9]=[C:10]([C:11]([OH:13])=O)[C:5]=2[CH:4]=[N:3]1.[NH2:17][CH2:18][C:19]1[C:20](=[O:27])[NH:21][C:22]([CH3:26])=[CH:23][C:24]=1[CH3:25].ON1C2N=CC=CC=2N=N1.C(Cl)CCl.CN1CCOCC1. Product: [NH2:1][N:2]1[C:6]2[N:7]=[C:8]([CH:14]3[CH2:16][CH2:15]3)[CH:9]=[C:10]([C:11]([NH:17][CH2:18][C:19]3[C:20](=[O:27])[NH:21][C:22]([CH3:26])=[CH:23][C:24]=3[CH3:25])=[O:13])[C:5]=2[CH:4]=[N:3]1. The catalyst class is: 16. (5) Reactant: [C:1]1([C:7]2[C:15]3[C:10](=[CH:11][CH:12]=[C:13]([N:16]4[CH:20]=[CH:19][CH:18]=[CH:17]4)[CH:14]=3)[NH:9][C:8]=2[C:21]([NH:23][C@H:24]([C:32]([O:34]CC)=[O:33])[CH2:25][C:26]2[CH:31]=[CH:30][CH:29]=[CH:28][CH:27]=2)=[O:22])[CH:6]=[CH:5][CH:4]=[CH:3][CH:2]=1. Product: [C:1]1([C:7]2[C:15]3[C:10](=[CH:11][CH:12]=[C:13]([N:16]4[CH:17]=[CH:18][CH:19]=[CH:20]4)[CH:14]=3)[NH:9][C:8]=2[C:21]([NH:23][C@H:24]([C:32]([OH:34])=[O:33])[CH2:25][C:26]2[CH:27]=[CH:28][CH:29]=[CH:30][CH:31]=2)=[O:22])[CH:6]=[CH:5][CH:4]=[CH:3][CH:2]=1. The catalyst class is: 6. (6) Reactant: [NH2:1][C:2]1[CH:7]=[CH:6][C:5]([CH:8]2[O:13][CH2:12][CH2:11][N:10]([C:14]([O:16][C:17]([CH3:20])([CH3:19])[CH3:18])=[O:15])[CH2:9]2)=[CH:4][CH:3]=1.[F:21][C:22]([F:33])([F:32])[C:23]1[CH:28]=[CH:27][C:26]([N:29]=[C:30]=[O:31])=[CH:25][CH:24]=1.C(N(CC)CC)C.O. Product: [F:21][C:22]([F:32])([F:33])[C:23]1[CH:24]=[CH:25][C:26]([NH:29][C:30](=[O:31])[NH:1][C:2]2[CH:7]=[CH:6][C:5]([CH:8]3[O:13][CH2:12][CH2:11][N:10]([C:14]([O:16][C:17]([CH3:20])([CH3:19])[CH3:18])=[O:15])[CH2:9]3)=[CH:4][CH:3]=2)=[CH:27][CH:28]=1. The catalyst class is: 3.